This data is from Full USPTO retrosynthesis dataset with 1.9M reactions from patents (1976-2016). The task is: Predict the reactants needed to synthesize the given product. (1) Given the product [F:27][C:10]1[CH:11]=[C:12]([C:15]2[O:16][CH:17]=[C:18]([CH2:20][N:21]3[CH2:22][CH2:23][CH2:24][CH2:25][CH2:26]3)[N:19]=2)[CH:13]=[CH:14][C:9]=1[OH:8], predict the reactants needed to synthesize it. The reactants are: C([O:8][C:9]1[CH:14]=[CH:13][C:12]([C:15]2[O:16][CH:17]=[C:18]([CH2:20][N:21]3[CH2:26][CH2:25][CH2:24][CH2:23][CH2:22]3)[N:19]=2)=[CH:11][C:10]=1[F:27])C1C=CC=CC=1. (2) Given the product [Br:12][C:13]1[CH:14]=[C:15]2[C:20](=[CH:21][CH:22]=1)[N:19]=[C:18]([NH2:7])[N:17]=[CH:16]2, predict the reactants needed to synthesize it. The reactants are: C(OC(=O)[NH:7]CC#C)(C)(C)C.[Br:12][C:13]1[CH:14]=[C:15]2[C:20](=[CH:21][CH:22]=1)[N:19]=[CH:18][N:17]=[CH:16]2. (3) Given the product [C:14]([O:1][C:2]1[C:3]([CH3:12])=[C:4]([C:8]([CH3:11])=[CH:9][CH:10]=1)[C:5]([OH:7])=[O:6])(=[O:15])[CH3:13], predict the reactants needed to synthesize it. The reactants are: [OH:1][C:2]1[C:3]([CH3:12])=[C:4]([C:8]([CH3:11])=[CH:9][CH:10]=1)[C:5]([OH:7])=[O:6].[CH3:13][C:14](OC(C)=O)=[O:15].N1C=CC=CC=1. (4) Given the product [CH:25]1([N:23]([CH2:22][C:18]2[CH:17]=[C:16]([C:15]#[C:14][C:11]3[CH:12]=[CH:13][C:8]([C:6]([CH3:7])=[CH:5][C:4]([OH:28])=[O:3])=[CH:9][CH:10]=3)[CH:21]=[CH:20][CH:19]=2)[CH3:24])[CH2:26][CH2:27]1, predict the reactants needed to synthesize it. The reactants are: C([O:3][C:4](=[O:28])[CH:5]=[C:6]([C:8]1[CH:13]=[CH:12][C:11]([C:14]#[C:15][C:16]2[CH:21]=[CH:20][CH:19]=[C:18]([CH2:22][N:23]([CH:25]3[CH2:27][CH2:26]3)[CH3:24])[CH:17]=2)=[CH:10][CH:9]=1)[CH3:7])C.[OH-].[K+]. (5) Given the product [CH:56]1[C:57]2[NH:42][C:38]3[C:39](=[CH:40][CH:41]=[CH:36][CH:37]=3)[C:58]=2[CH:59]=[CH:60][C:55]=1[C:61]1[CH:21]=[C:22]2[C:17](=[CH:18][CH:19]=1)[N:16]=[CH:15][C:14]([N+:32]([O-:34])=[O:33])=[C:13]2[CH2:12][C:9]1[CH:8]=[CH:7][C:6]([C:2]([CH3:5])([CH3:1])[C:3]#[N:4])=[CH:11][CH:10]=1, predict the reactants needed to synthesize it. The reactants are: [CH3:1][C:2]([C:6]1[CH:11]=[CH:10][C:9]([CH2:12][C:13]2[C:22]3[C:17](=[CH:18][CH:19]=C(B4OC(C)(C)C(C)(C)O4)[CH:21]=3)[N:16]=[CH:15][C:14]=2[N+:32]([O-:34])=[O:33])=[CH:8][CH:7]=1)([CH3:5])[C:3]#[N:4].Br[C:36]1[CH:37]=[C:38]([N:42]2CCN(C)CC2)[CH:39]=[CH:40][CH:41]=1.C([O-])([O-])=O.[Na+].[Na+].[C:55]1([CH3:61])[CH:60]=[CH:59][CH:58]=[CH:57][CH:56]=1. (6) Given the product [CH3:30][C:26]([C:23]1[CH:24]=[CH:25][C:20]([C:10]2[O:9][CH:13]=[CH:12][CH:11]=2)=[CH:21][CH:22]=1)([CH3:29])[C:27]#[N:28], predict the reactants needed to synthesize it. The reactants are: CN(CCN(C)C)C.[O:9]1[CH:13]=[CH:12][CH:11]=[CH:10]1.[Li]CCCC.Br[C:20]1[CH:25]=[CH:24][C:23]([C:26]([CH3:30])([CH3:29])[C:27]#[N:28])=[CH:22][CH:21]=1. (7) Given the product [F:1][CH2:2][C:3]1([C:17]([O:19][CH2:20][C:21]2[CH:26]=[CH:25][CH:24]=[CH:23][CH:22]=2)=[O:18])[CH2:8][CH2:7][C:6]([C:17]([O:19][CH3:20])=[O:18])=[CH:5][CH2:4]1, predict the reactants needed to synthesize it. The reactants are: [F:1][CH2:2][C:3]1([C:17]([O:19][CH2:20][C:21]2[CH:26]=[CH:25][CH:24]=[CH:23][CH:22]=2)=[O:18])[CH2:8][CH2:7][C:6](OS(C(F)(F)F)(=O)=O)=[CH:5][CH2:4]1.CCN(C(C)C)C(C)C. (8) Given the product [CH:21]([C@@H:13]1[NH:12][C:10](=[O:11])[C@H:9]([NH:24][C:25](=[O:26])[O:27][C:28]([CH3:29])([CH3:31])[CH3:30])[CH2:8][C:5]2=[CH:6][CH:7]=[C:2]([CH:3]=[CH:4]2)[NH:1][C:18](=[O:20])[CH2:17][CH2:16][O:15][CH2:14]1)([CH3:22])[CH3:23], predict the reactants needed to synthesize it. The reactants are: [NH2:1][C:2]1[CH:7]=[CH:6][C:5]([CH2:8][C@@H:9]([NH:24][C:25]([O:27][C:28]([CH3:31])([CH3:30])[CH3:29])=[O:26])[C:10]([NH:12][C@@H:13]([CH:21]([CH3:23])[CH3:22])[CH2:14][O:15][CH2:16][CH2:17][C:18]([OH:20])=O)=[O:11])=[CH:4][CH:3]=1.C1C=NC2N(O)N=NC=2C=1.C(N(CC)C(C)C)(C)C.CN(C(ON1N=NC2C=CC=NC1=2)=[N+](C)C)C.F[P-](F)(F)(F)(F)F. (9) Given the product [Br:1][C:2]1[CH:3]=[CH:4][C:5]([CH2:8][N:9]2[C:18]3[CH:17]=[CH:16][CH:15]=[CH:14][C:13]=3[C:12]3=[N:19][NH:20][C:21](=[O:23])[C:11]3=[CH:10]2)=[N:6][CH:7]=1, predict the reactants needed to synthesize it. The reactants are: [Br:1][C:2]1[CH:3]=[CH:4][C:5]([CH2:8][N:9]2[C:18]3[C:13](=[CH:14][CH:15]=[CH:16][CH:17]=3)/[C:12](=[N:19]/[NH:20][C:21]([O:23]C(C)(C)C)=O)/[C:11](C(OCC)=O)=[CH:10]2)=[N:6][CH:7]=1.Cl. (10) Given the product [Cl:1][C:2]1[CH:3]=[C:4]([NH:9][C:10]2[C:19]3[C:14](=[CH:15][C:16]([O:32][C@H:33]4[CH2:37][CH2:36][O:35][CH2:34]4)=[C:17]([N+:20]([O-:22])=[O:21])[CH:18]=3)[N:13]=[CH:12][N:11]=2)[CH:5]=[CH:6][C:7]=1[F:8], predict the reactants needed to synthesize it. The reactants are: [Cl:1][C:2]1[CH:3]=[C:4]([NH:9][C:10]2[C:19]3[C:14](=[CH:15][C:16](S(C4C=CC=CC=4)(=O)=O)=[C:17]([N+:20]([O-:22])=[O:21])[CH:18]=3)[N:13]=[CH:12][N:11]=2)[CH:5]=[CH:6][C:7]=1[F:8].[OH:32][C@H:33]1[CH2:37][CH2:36][O:35][CH2:34]1.C(O)(C)(C)C.C1COCC1.